Dataset: Forward reaction prediction with 1.9M reactions from USPTO patents (1976-2016). Task: Predict the product of the given reaction. (1) Given the reactants Cl[CH2:2][C:3]1[N:4]=[N:5][C:6]2[C:7](=[C:9]([NH2:14])[N:10]=[C:11]([NH2:13])[N:12]=2)[N:8]=1.[NH:15]1[CH2:19][CH2:18][CH2:17][CH2:16]1, predict the reaction product. The product is: [N:15]1([CH2:2][C:3]2[N:4]=[N:5][C:6]3[C:7](=[C:9]([NH2:14])[N:10]=[C:11]([NH2:13])[N:12]=3)[N:8]=2)[CH2:19][CH2:18][CH2:17][CH2:16]1. (2) Given the reactants [CH2:1]([C:3]1[CH:4]=[N:5][CH:6]=[C:7]([F:11])[C:8]=1[CH2:9]O)[CH3:2].[Br:12]P(Br)Br, predict the reaction product. The product is: [BrH:12].[Br:12][CH2:9][C:8]1[C:7]([F:11])=[CH:6][N:5]=[CH:4][C:3]=1[CH2:1][CH3:2]. (3) Given the reactants [H-].[H-].[H-].[H-].[Li+].[Al+3].C[O:8][C:9](=O)[C:10]1[C:15]([O:16][CH3:17])=[CH:14][C:13]([C:18]2[C:23]([CH2:24][CH3:25])=[CH:22][CH:21]=[CH:20][C:19]=2[CH2:26][CH3:27])=[N:12][C:11]=1[CH3:28].[O-]S([O-])(=O)=O.[Na+].[Na+].O, predict the reaction product. The product is: [CH2:26]([C:19]1[CH:20]=[CH:21][CH:22]=[C:23]([CH2:24][CH3:25])[C:18]=1[C:13]1[N:12]=[C:11]([CH3:28])[C:10]([CH2:9][OH:8])=[C:15]([O:16][CH3:17])[CH:14]=1)[CH3:27]. (4) Given the reactants [OH:1][C:2]1[CH:3]=[C:4]([C:8]2[O:13][C:12](=[O:14])[C:11]3[C:15]([CH3:18])=[CH:16][O:17][C:10]=3[CH:9]=2)[CH:5]=[CH:6][CH:7]=1.C([O-])([O-])=O.[K+].[K+].I[CH2:26][CH3:27], predict the reaction product. The product is: [CH2:26]([O:1][C:2]1[CH:3]=[C:4]([C:8]2[O:13][C:12](=[O:14])[C:11]3[C:15]([CH3:18])=[CH:16][O:17][C:10]=3[CH:9]=2)[CH:5]=[CH:6][CH:7]=1)[CH3:27]. (5) Given the reactants [F:1][C:2]1[C:3]([C:14]2[N:18]([CH3:19])[C:17]3[CH:20]=[CH:21][CH:22]=[CH:23][C:16]=3[N:15]=2)=[CH:4][C:5]([N:8]2[CH2:13][CH2:12][NH:11][CH2:10][CH2:9]2)=[N:6][CH:7]=1.CCN(C(C)C)C(C)C.C(O[CH2:37][CH2:38][S:39](Cl)(=[O:41])=[O:40])(=O)C, predict the reaction product. The product is: [CH:38]([S:39]([N:11]1[CH2:10][CH2:9][N:8]([C:5]2[CH:4]=[C:3]([C:14]3[N:18]([CH3:19])[C:17]4[CH:20]=[CH:21][CH:22]=[CH:23][C:16]=4[N:15]=3)[C:2]([F:1])=[CH:7][N:6]=2)[CH2:13][CH2:12]1)(=[O:41])=[O:40])=[CH2:37].